Dataset: Catalyst prediction with 721,799 reactions and 888 catalyst types from USPTO. Task: Predict which catalyst facilitates the given reaction. Reactant: [CH:1]([C:4]1[C:8]([CH2:9][CH2:10][CH2:11][OH:12])=[CH:7][N:6]([C:13]2[CH:18]=[CH:17][C:16]([C:19]([F:22])([F:21])[F:20])=[CH:15][CH:14]=2)[N:5]=1)([CH3:3])[CH3:2].O[C:24]1[C:29]([O:30][CH3:31])=[CH:28][CH:27]=[CH:26][C:25]=1[CH2:32][C:33]([O:35]C)=[O:34].C(P(CCCC)CCCC)CCC.N(C(N1CCCCC1)=O)=NC(N1CCCCC1)=O. Product: [CH:1]([C:4]1[C:8]([CH2:9][CH2:10][CH2:11][O:12][C:24]2[C:29]([O:30][CH3:31])=[CH:28][CH:27]=[CH:26][C:25]=2[CH2:32][C:33]([OH:35])=[O:34])=[CH:7][N:6]([C:13]2[CH:14]=[CH:15][C:16]([C:19]([F:21])([F:22])[F:20])=[CH:17][CH:18]=2)[N:5]=1)([CH3:3])[CH3:2]. The catalyst class is: 7.